From a dataset of Reaction yield outcomes from USPTO patents with 853,638 reactions. Predict the reaction yield, written as a fraction of the theoretical maximum amount of product (1.0 means a 100% yield; for example, 0.34 means a 34% yield). (1) The reactants are [N:1]1[CH:6]=[CH:5][CH:4]=[C:3]([NH:7][C:8](=[O:15])OCC(Cl)(Cl)Cl)[CH:2]=1.[F:16][C:17]1[C:22]([F:23])=[CH:21][CH:20]=[CH:19][C:18]=1[C:24]1[N:29]=[C:28]([N:30]2[CH2:35][CH2:34][NH:33][CH2:32][CH2:31]2)[CH:27]=[CH:26][N:25]=1.C(N(C(C)C)CC)(C)C.O. The catalyst is CS(C)=O. The product is [F:16][C:17]1[C:22]([F:23])=[CH:21][CH:20]=[CH:19][C:18]=1[C:24]1[N:29]=[C:28]([N:30]2[CH2:35][CH2:34][N:33]([C:8]([NH:7][C:3]3[CH:2]=[N:1][CH:6]=[CH:5][CH:4]=3)=[O:15])[CH2:32][CH2:31]2)[CH:27]=[CH:26][N:25]=1. The yield is 0.180. (2) The reactants are C(O[C:4](=[O:20])[C:5](=[CH:11][NH:12][C:13]1[CH:18]=[CH:17][C:16]([Br:19])=[CH:15][CH:14]=1)[C:6]([O:8][CH2:9][CH3:10])=[O:7])C.C1(OC2C=CC=CC=2)C=CC=CC=1. The product is [CH2:9]([O:8][C:6]([C:5]1[CH:11]=[N:12][C:13]2[C:14]([C:4]=1[OH:20])=[CH:15][C:16]([Br:19])=[CH:17][CH:18]=2)=[O:7])[CH3:10]. The catalyst is C(O)C. The yield is 0.976. (3) The yield is 0.380. The reactants are [CH:1]1([NH:4][C:5](=[O:21])[C:6]2[CH:11]=[CH:10][CH:9]=[CH:8][C:7]=2[NH:12][C:13]2[C:18]([Cl:19])=[CH:17][N:16]=[C:15](Cl)[N:14]=2)[CH2:3][CH2:2]1.[CH3:22][N:23]1[CH2:28][CH2:27][N:26]([CH2:29][C:30]2[CH:36]=[CH:35][C:33]([NH2:34])=[CH:32][CH:31]=2)[CH2:25][CH2:24]1. The catalyst is C(Cl)Cl.CO. The product is [Cl:19][C:18]1[C:13]([NH:12][C:7]2[CH:8]=[CH:9][CH:10]=[CH:11][C:6]=2[C:5]([NH:4][CH:1]2[CH2:3][CH2:2]2)=[O:21])=[N:14][C:15]([NH:34][C:33]2[CH:32]=[CH:31][C:30]([CH2:29][N:26]3[CH2:25][CH2:24][N:23]([CH3:22])[CH2:28][CH2:27]3)=[CH:36][CH:35]=2)=[N:16][CH:17]=1. (4) The reactants are [CH3:1][O:2][C:3]([NH:5][C@H:6]([C:11]([N:13]1[CH2:17][CH2:16][CH2:15][C@H:14]1[C:18]1[NH:19][C:20]([C:23]2[CH:28]=[C:27]3[CH2:29][O:30][C:31]4[CH:58]=[C:57]5[C:34]([CH:35]=[CH:36][C:37]6[N:41]=[C:40]([C@@H:42]7[CH2:46][C@H:45]([CH2:47][O:48][CH3:49])[CH2:44][N:43]7C(OC(C)(C)C)=O)[NH:39][C:38]=65)=[CH:33][C:32]=4[C:26]3=[CH:25][CH:24]=2)=[CH:21][N:22]=1)=[O:12])[C@@H:7]([CH3:10])[O:8][CH3:9])=[O:4].Cl.[CH3:60][O:61][C:62]([NH:64][C@H:65]([C:69]1[CH:74]=[CH:73][CH:72]=[CH:71][CH:70]=1)[C:66](O)=[O:67])=[O:63].CCN(C(C)C)C(C)C.CCOC(C(C#N)=NOC(N1CCOCC1)=[N+](C)C)=O.F[P-](F)(F)(F)(F)F. The catalyst is C(Cl)Cl.CO. The product is [CH3:9][O:8][C@H:7]([CH3:10])[C@H:6]([NH:5][C:3]([O:2][CH3:1])=[O:4])[C:11]([N:13]1[CH2:17][CH2:16][CH2:15][C@H:14]1[C:18]1[NH:19][C:20]([C:23]2[CH:28]=[C:27]3[CH2:29][O:30][C:31]4[CH:58]=[C:57]5[C:34]([CH:35]=[CH:36][C:37]6[N:41]=[C:40]([C@@H:42]7[CH2:46][C@H:45]([CH2:47][O:48][CH3:49])[CH2:44][N:43]7[C:66](=[O:67])[C@H:65]([NH:64][C:62](=[O:63])[O:61][CH3:60])[C:69]7[CH:74]=[CH:73][CH:72]=[CH:71][CH:70]=7)[NH:39][C:38]=65)=[CH:33][C:32]=4[C:26]3=[CH:25][CH:24]=2)=[CH:21][N:22]=1)=[O:12]. The yield is 0.460. (5) The reactants are [F:1][C:2]1[CH:7]=[CH:6][CH:5]=[C:4]([F:8])[C:3]=1[N:9]1[C:14]2[N:15]=[C:16]([NH:27][CH2:28][C:29]([NH:31][CH2:32][CH2:33][O:34]C)=[O:30])[N:17]=[C:18]([C:19]3[CH:24]=[CH:23][C:22]([F:25])=[CH:21][C:20]=3[CH3:26])[C:13]=2[CH:12]=[CH:11][C:10]1=[O:36].B(Br)(Br)Br.O. The catalyst is ClCCl. The product is [F:1][C:2]1[CH:7]=[CH:6][CH:5]=[C:4]([F:8])[C:3]=1[N:9]1[C:14]2[N:15]=[C:16]([NH:27][CH2:28][C:29]([NH:31][CH2:32][CH2:33][OH:34])=[O:30])[N:17]=[C:18]([C:19]3[CH:24]=[CH:23][C:22]([F:25])=[CH:21][C:20]=3[CH3:26])[C:13]=2[CH:12]=[CH:11][C:10]1=[O:36]. The yield is 0.620.